Dataset: Reaction yield outcomes from USPTO patents with 853,638 reactions. Task: Predict the reaction yield, written as a fraction of the theoretical maximum amount of product (1.0 means a 100% yield; for example, 0.34 means a 34% yield). (1) The reactants are [CH2:1]([O:8][C:9]([C:11]1[CH:16]([C:17]2[CH:22]=[CH:21][C:20]([F:23])=[C:19]([F:24])[CH:18]=2)[NH:15][C:14]([O:25][CH3:26])=[N:13][C:12]=1[CH2:27][CH3:28])=[O:10])[C:2]1[CH:7]=[CH:6][CH:5]=[CH:4][CH:3]=1.Cl[C:30]([O:32][C:33]1[CH:38]=[CH:37][C:36]([N+:39]([O-:41])=[O:40])=[CH:35][CH:34]=1)=[O:31]. The catalyst is CN(C)C1C=CN=CC=1.C(Cl)Cl. The product is [CH2:1]([O:8][C:9]([C:11]1[CH:16]([C:17]2[CH:22]=[CH:21][C:20]([F:23])=[C:19]([F:24])[CH:18]=2)[N:15]([C:30]([O:32][C:33]2[CH:34]=[CH:35][C:36]([N+:39]([O-:41])=[O:40])=[CH:37][CH:38]=2)=[O:31])[C:14]([O:25][CH3:26])=[N:13][C:12]=1[CH2:27][CH3:28])=[O:10])[C:2]1[CH:7]=[CH:6][CH:5]=[CH:4][CH:3]=1. The yield is 0.760. (2) The reactants are [C:1]([Si:5]([O:8][CH:9]([CH2:13][CH2:14][C:15]1[S:19][C:18]2[CH:20]=[CH:21][CH:22]=[CH:23][C:17]=2[C:16]=1[Cl:24])/[CH:10]=[CH:11]/I)([CH3:7])[CH3:6])([CH3:4])([CH3:3])[CH3:2].[C:25]([Li])([CH3:28])([CH3:27])[CH3:26].C[Zn]C.[CH3:33][O:34][C:35](=[O:43])[CH2:36][CH2:37][CH2:38][C:39]#[C:40][CH2:41]I.[Cl-].[NH4+].[CH2:46]1[CH2:50][O:49][CH2:48][CH2:47]1. The yield is 0.310. The product is [CH3:33][O:34][C:35](=[O:43])[CH2:36][CH2:37][CH2:38][C:39]#[C:40][CH2:41][C@@H:46]1[C@@H:47](/[CH:11]=[CH:10]/[CH:9]([O:8][Si:5]([C:1]([CH3:4])([CH3:3])[CH3:2])([CH3:7])[CH3:6])[CH2:13][CH2:14][C:15]2[S:19][C:18]3[CH:20]=[CH:21][CH:22]=[CH:23][C:17]=3[C:16]=2[Cl:24])[C@H:48]([O:8][Si:5]([C:25]([CH3:28])([CH3:27])[CH3:26])([CH3:6])[CH3:1])[C:9]([CH3:13])([CH3:10])[C:50]1=[O:49]. The catalyst is O. (3) The reactants are Br[C:2]1[C:3]([CH:8]=[O:9])=[N:4][CH:5]=[CH:6][CH:7]=1.C([Sn](CCCC)(CCCC)[C:15]1[N:16]=[CH:17][N:18]([C:20]([C:33]2[CH:38]=[CH:37][CH:36]=[CH:35][CH:34]=2)([C:27]2[CH:32]=[CH:31][CH:30]=[CH:29][CH:28]=2)[C:21]2[CH:26]=[CH:25][CH:24]=[CH:23][CH:22]=2)[CH:19]=1)CCC. The catalyst is C(#N)C.O. The product is [C:33]1([C:20]([C:21]2[CH:22]=[CH:23][CH:24]=[CH:25][CH:26]=2)([C:27]2[CH:28]=[CH:29][CH:30]=[CH:31][CH:32]=2)[N:18]2[CH:19]=[C:15]([C:2]3[C:3]([CH:8]=[O:9])=[N:4][CH:5]=[CH:6][CH:7]=3)[N:16]=[CH:17]2)[CH:38]=[CH:37][CH:36]=[CH:35][CH:34]=1. The yield is 0.720. (4) The product is [CH3:16][C:15]([CH3:18])([CH3:17])[C:14](=[O:19])[CH:3]([OH:20])[C:4]([O:6][CH2:7][C:8]1[CH:13]=[CH:12][CH:11]=[CH:10][CH:9]=1)=[O:5]. The reactants are [N+](=[C:3]([C:14](=[O:19])[C:15]([CH3:18])([CH3:17])[CH3:16])[C:4]([O:6][CH2:7][C:8]1[CH:13]=[CH:12][CH:11]=[CH:10][CH:9]=1)=[O:5])=[N-].[O:20]1CCCC1.O. The yield is 0.500. The catalyst is CC(O)=O.CC(O)=O.CC(O)=O.CC(O)=O.[Rh].[Rh]. (5) The reactants are [ClH:1].O[CH2:3][C:4]1([NH2:9])[CH2:8][CH2:7][CH2:6][CH2:5]1.Cl.O=S(Cl)[Cl:13]. The catalyst is O1CCOCC1. The product is [ClH:13].[Cl:1][CH2:3][C:4]1([NH2:9])[CH2:8][CH2:7][CH2:6][CH2:5]1. The yield is 1.00. (6) The reactants are [OH-].[Na+].Cl[CH2:4][CH:5]([OH:12])[CH2:6][N:7]([CH2:10][CH3:11])[CH2:8][CH3:9]. The catalyst is O. The product is [CH2:6]([N:7]([CH2:10][CH3:11])[CH2:8][CH3:9])[CH:5]1[O:12][CH2:4]1. The yield is 0.760. (7) The reactants are [CH3:1][C:2]1[NH:3][C:4](=[O:35])[C:5]2[C:10]([C:11]3[CH:16]=[CH:15][CH:14]=[CH:13][CH:12]=3)=[C:9]([C:17]3[CH:22]=[CH:21][C:20]([C:23]4([NH:27][C:28](=[O:34])[O:29][C:30]([CH3:33])([CH3:32])[CH3:31])[CH2:26][CH2:25][CH2:24]4)=[CH:19][CH:18]=3)[O:8][C:6]=2[N:7]=1.C([O-])([O-])=O.[Cs+].[Cs+].[F:42][C:43]([F:47])([F:46])[CH2:44]I. The catalyst is CN(C=O)C.CCOC(C)=O.O. The product is [CH3:1][C:2]1[N:3]([CH2:44][C:43]([F:47])([F:46])[F:42])[C:4](=[O:35])[C:5]2[C:10]([C:11]3[CH:12]=[CH:13][CH:14]=[CH:15][CH:16]=3)=[C:9]([C:17]3[CH:22]=[CH:21][C:20]([C:23]4([NH:27][C:28](=[O:34])[O:29][C:30]([CH3:31])([CH3:33])[CH3:32])[CH2:24][CH2:25][CH2:26]4)=[CH:19][CH:18]=3)[O:8][C:6]=2[N:7]=1. The yield is 0.273. (8) The reactants are Cl[C:2](=[N:13][OH:14])[C:3]1[CH:4]=[C:5]([CH:10]=[CH:11][CH:12]=1)[C:6]([O:8][CH3:9])=[O:7].[C:15]([C:17]1[CH:22]=[CH:21][CH:20]=[CH:19][CH:18]=1)#[CH:16].C(N(CC)CC)C.O. The catalyst is O1CCCC1. The product is [C:17]1([C:15]2[O:14][N:13]=[C:2]([C:3]3[CH:4]=[C:5]([CH:10]=[CH:11][CH:12]=3)[C:6]([O:8][CH3:9])=[O:7])[CH:16]=2)[CH:22]=[CH:21][CH:20]=[CH:19][CH:18]=1. The yield is 0.960. (9) The reactants are Br[C:2]1[CH:3]=[C:4]([N:8]2[C:21]3[C:16](=[CH:17][CH:18]=[CH:19][CH:20]=3)[C:15]([CH3:23])([CH3:22])[C:14]3[CH:13]=[CH:12][CH:11]=[CH:10][C:9]2=3)[CH:5]=[CH:6][CH:7]=1.[B:33]1([B:33]2[O:37][C:36]([CH3:39])([CH3:38])[C:35]([CH3:41])([CH3:40])[O:34]2)[O:37][C:36]([CH3:39])([CH3:38])[C:35]([CH3:41])([CH3:40])[O:34]1.C([O-])(=O)C.[K+]. The catalyst is C1C=CC([P]([Pd]([P](C2C=CC=CC=2)(C2C=CC=CC=2)C2C=CC=CC=2)([P](C2C=CC=CC=2)(C2C=CC=CC=2)C2C=CC=CC=2)[P](C2C=CC=CC=2)(C2C=CC=CC=2)C2C=CC=CC=2)(C2C=CC=CC=2)C2C=CC=CC=2)=CC=1.O1CCOCC1. The product is [CH3:22][C:15]1([CH3:23])[C:16]2[CH:17]=[CH:18][CH:19]=[CH:20][C:21]=2[N:8]([C:4]2[CH:5]=[CH:6][CH:7]=[C:2]([B:33]3[O:34][C:35]([CH3:40])([CH3:41])[C:36]([CH3:38])([CH3:39])[O:37]3)[CH:3]=2)[C:9]2[C:14]1=[CH:13][CH:12]=[CH:11][CH:10]=2. The yield is 0.650.